This data is from NCI-60 drug combinations with 297,098 pairs across 59 cell lines. The task is: Regression. Given two drug SMILES strings and cell line genomic features, predict the synergy score measuring deviation from expected non-interaction effect. (1) Drug 1: C1=C(C(=O)NC(=O)N1)N(CCCl)CCCl. Drug 2: COC1=C2C(=CC3=C1OC=C3)C=CC(=O)O2. Cell line: UACC-257. Synergy scores: CSS=0.205, Synergy_ZIP=-3.11, Synergy_Bliss=-1.57, Synergy_Loewe=-5.08, Synergy_HSA=-2.90. (2) Drug 2: CCC1=C2CN3C(=CC4=C(C3=O)COC(=O)C4(CC)O)C2=NC5=C1C=C(C=C5)O. Drug 1: CC12CCC3C(C1CCC2O)C(CC4=C3C=CC(=C4)O)CCCCCCCCCS(=O)CCCC(C(F)(F)F)(F)F. Synergy scores: CSS=46.7, Synergy_ZIP=1.28, Synergy_Bliss=0.936, Synergy_Loewe=-73.3, Synergy_HSA=-4.52. Cell line: HCT116. (3) Drug 1: CCC1(CC2CC(C3=C(CCN(C2)C1)C4=CC=CC=C4N3)(C5=C(C=C6C(=C5)C78CCN9C7C(C=CC9)(C(C(C8N6C=O)(C(=O)OC)O)OC(=O)C)CC)OC)C(=O)OC)O.OS(=O)(=O)O. Drug 2: CS(=O)(=O)OCCCCOS(=O)(=O)C. Cell line: RXF 393. Synergy scores: CSS=3.38, Synergy_ZIP=-1.83, Synergy_Bliss=-2.02, Synergy_Loewe=-14.9, Synergy_HSA=-2.73. (4) Drug 1: CC1C(C(=O)NC(C(=O)N2CCCC2C(=O)N(CC(=O)N(C(C(=O)O1)C(C)C)C)C)C(C)C)NC(=O)C3=C4C(=C(C=C3)C)OC5=C(C(=O)C(=C(C5=N4)C(=O)NC6C(OC(=O)C(N(C(=O)CN(C(=O)C7CCCN7C(=O)C(NC6=O)C(C)C)C)C)C(C)C)C)N)C. Drug 2: CC1=C2C(C(=O)C3(C(CC4C(C3C(C(C2(C)C)(CC1OC(=O)C(C(C5=CC=CC=C5)NC(=O)C6=CC=CC=C6)O)O)OC(=O)C7=CC=CC=C7)(CO4)OC(=O)C)O)C)OC(=O)C. Cell line: MALME-3M. Synergy scores: CSS=7.72, Synergy_ZIP=-0.658, Synergy_Bliss=5.34, Synergy_Loewe=-1.92, Synergy_HSA=1.28.